The task is: Predict the reaction yield, written as a fraction of the theoretical maximum amount of product (1.0 means a 100% yield; for example, 0.34 means a 34% yield).. This data is from Reaction yield outcomes from USPTO patents with 853,638 reactions. (1) The reactants are Cl[CH2:2][C:3]1[N:4]=[C:5]([CH:8]([CH3:10])[CH3:9])[S:6][CH:7]=1.[P:11]([O:18]CC)([O:15][CH2:16][CH3:17])[O:12][CH2:13][CH3:14].C(OCC)(=O)C. The catalyst is C(OCC)(=O)C.C(O)C. The product is [CH:8]([C:5]1[S:6][CH:7]=[C:3]([CH2:2][P:11](=[O:18])([O:15][CH2:16][CH3:17])[O:12][CH2:13][CH3:14])[N:4]=1)([CH3:10])[CH3:9]. The yield is 0.830. (2) The reactants are C(N1CC(O)C1)(C1C=CC=CC=1)C1C=CC=CC=1.[H][H].[NH:21]1[CH2:24][CH:23]([OH:25])[CH2:22]1.CCN(CC)CC.[CH3:33][C:34]([O:37][C:38](O[C:38]([O:37][C:34]([CH3:36])([CH3:35])[CH3:33])=[O:39])=[O:39])([CH3:36])[CH3:35]. The catalyst is CO.[Pd]. The product is [OH:25][CH:23]1[CH2:24][N:21]([C:38]([O:37][C:34]([CH3:36])([CH3:35])[CH3:33])=[O:39])[CH2:22]1. The yield is 0.860. (3) The reactants are [Cl:1][C:2]1[CH:8]=[C:7]([O:9][C:10]2[C:19]3[C:14](=[CH:15][C:16]([O:22][CH3:23])=[C:17]([O:20][CH3:21])[CH:18]=3)[N:13]=[CH:12][N:11]=2)[CH:6]=[CH:5][C:3]=1[NH2:4].Cl[C:25](Cl)([O:27][C:28](=[O:34])OC(Cl)(Cl)Cl)Cl.[CH:36]1(O)[CH2:42][CH2:41]C[CH2:39][CH2:38][CH2:37]1.C(=O)(O)[O-].[Na+]. The catalyst is C(Cl)Cl.C(N(CC)CC)C.C1(C)C=CC=CC=1. The product is [Cl:1][C:2]1[CH:8]=[C:7]([O:9][C:10]2[C:19]3[C:14](=[CH:15][C:16]([O:22][CH3:23])=[C:17]([O:20][CH3:21])[CH:18]=3)[N:13]=[CH:12][N:11]=2)[CH:6]=[CH:5][C:3]=1[NH:4][C:28](=[O:34])[O:27][CH:25]1[CH2:39][CH2:38][CH2:37][CH2:36][CH2:42][CH2:41]1. The yield is 0.730. (4) The reactants are C(O)(C)C.[F:5][C:6]1[CH:11]=[CH:10][CH:9]=[C:8]([F:12])[C:7]=1[N:13]1[C:18]2[N:19]=[C:20]([NH:38][CH2:39][C:40]3[NH:41][CH:42]=[CH:43][N:44]=3)[N:21]=[C:22]([C:23]3[CH:24]=[C:25]([CH:34]=[CH:35][C:36]=3[CH3:37])[C:26]([NH:28][C:29]3[S:30][CH:31]=[CH:32][N:33]=3)=[O:27])[C:17]=2[CH:16]=[CH:15][C:14]1=[O:45].[C:46]([OH:58])(=[O:57])[CH2:47][C:48]([CH2:53][C:54]([OH:56])=[O:55])([C:50]([OH:52])=[O:51])[OH:49]. The catalyst is C1COCC1. The product is [C:46]([OH:58])(=[O:57])[CH2:47][C:48]([CH2:53][C:54]([OH:56])=[O:55])([C:50]([OH:52])=[O:51])[OH:49].[F:5][C:6]1[CH:11]=[CH:10][CH:9]=[C:8]([F:12])[C:7]=1[N:13]1[C:18]2[N:19]=[C:20]([NH:38][CH2:39][C:40]3[NH:44][CH:43]=[CH:42][N:41]=3)[N:21]=[C:22]([C:23]3[CH:24]=[C:25]([CH:34]=[CH:35][C:36]=3[CH3:37])[C:26]([NH:28][C:29]3[S:30][CH:31]=[CH:32][N:33]=3)=[O:27])[C:17]=2[CH:16]=[CH:15][C:14]1=[O:45]. The yield is 0.614. (5) The reactants are C(OC([NH:8][CH2:9][C:10]([O:12][C:13]1([CH2:16][O:17][C:18]2[CH:27]=[C:26]3[C:21]([C:22]([O:28][C:29]4[CH:34]=[CH:33][C:32]([NH:35][C:36]([C:38]5[C:39](=[O:51])[N:40]([C:45]6[CH:50]=[CH:49][CH:48]=[CH:47][CH:46]=6)[N:41]([CH3:44])[C:42]=5[CH3:43])=[O:37])=[CH:31][C:30]=4[F:52])=[CH:23][CH:24]=[N:25]3)=[CH:20][CH:19]=2)[CH2:15][CH2:14]1)=[O:11])=O)(C)(C)C.[ClH:53]. The catalyst is C(OCC)(=O)C. The product is [ClH:53].[NH2:8][CH2:9][C:10]([O:12][C:13]1([CH2:16][O:17][C:18]2[CH:27]=[C:26]3[C:21]([C:22]([O:28][C:29]4[CH:34]=[CH:33][C:32]([NH:35][C:36]([C:38]5[C:39](=[O:51])[N:40]([C:45]6[CH:46]=[CH:47][CH:48]=[CH:49][CH:50]=6)[N:41]([CH3:44])[C:42]=5[CH3:43])=[O:37])=[CH:31][C:30]=4[F:52])=[CH:23][CH:24]=[N:25]3)=[CH:20][CH:19]=2)[CH2:14][CH2:15]1)=[O:11]. The yield is 0.150.